From a dataset of Forward reaction prediction with 1.9M reactions from USPTO patents (1976-2016). Predict the product of the given reaction. (1) Given the reactants [N:1]1[CH:6]=[CH:5][C:4]([C:7]2[N:11]=[C:10]([CH2:12][NH:13]C(=O)OC(C)(C)C)[NH:9][N:8]=2)=[CH:3][CH:2]=1.[BrH:21], predict the reaction product. The product is: [BrH:21].[N:1]1[CH:2]=[CH:3][C:4]([C:7]2[N:11]=[C:10]([CH2:12][NH2:13])[NH:9][N:8]=2)=[CH:5][CH:6]=1. (2) Given the reactants [Cl:1][C:2]1[CH:7]=[CH:6][C:5]([O:8][C:9](=[O:24])[N:10]([CH2:12][CH2:13][C@H:14]2[CH2:19][CH2:18][C@H:17](/[CH:20]=[CH:21]/[CH2:22]Cl)[CH2:16][CH2:15]2)[CH3:11])=[CH:4][CH:3]=1.[CH3:25][NH:26][CH3:27], predict the reaction product. The product is: [Cl:1][C:2]1[CH:7]=[CH:6][C:5]([O:8][C:9](=[O:24])[N:10]([CH2:12][CH2:13][C@H:14]2[CH2:19][CH2:18][C@H:17](/[CH:20]=[CH:21]/[CH2:22][N:26]([CH3:27])[CH3:25])[CH2:16][CH2:15]2)[CH3:11])=[CH:4][CH:3]=1.